From a dataset of Reaction yield outcomes from USPTO patents with 853,638 reactions. Predict the reaction yield, written as a fraction of the theoretical maximum amount of product (1.0 means a 100% yield; for example, 0.34 means a 34% yield). (1) The catalyst is CC#N. The yield is 0.470. The reactants are Br[CH2:2][CH2:3][C:4]1[CH:19]=[CH:18][C:7]([O:8][C:9]2[S:10][C:11]3[CH:17]=[CH:16][CH:15]=[CH:14][C:12]=3[N:13]=2)=[CH:6][CH:5]=1.[NH:20]1[CH2:28][CH2:27][CH2:26][CH:22]([C:23]([NH2:25])=[O:24])[CH2:21]1.CNC. The product is [S:10]1[C:11]2[CH:17]=[CH:16][CH:15]=[CH:14][C:12]=2[N:13]=[C:9]1[O:8][C:7]1[CH:18]=[CH:19][C:4]([CH2:3][CH2:2][N:20]2[CH2:28][CH2:27][CH2:26][CH:22]([C:23]([NH2:25])=[O:24])[CH2:21]2)=[CH:5][CH:6]=1. (2) The reactants are Br[C:2]1[CH:24]=[CH:23][C:5]2[C:6]3[N:7]=[C:8]([C:14]([N:16]4[CH2:20][CH2:19][CH2:18][C@@H:17]4[CH2:21][OH:22])=[O:15])[S:9][C:10]=3[CH2:11][CH2:12][O:13][C:4]=2[CH:3]=1.CC1(C)C(C)(C)OB([C:33]2[CH:34]=[N:35][NH:36][CH:37]=2)O1.C(=O)(O)[O-].[Na+].O.C(#N)C. The catalyst is C(OCC)(=O)C.C1C=CC([P]([Pd]([P](C2C=CC=CC=2)(C2C=CC=CC=2)C2C=CC=CC=2)([P](C2C=CC=CC=2)(C2C=CC=CC=2)C2C=CC=CC=2)[P](C2C=CC=CC=2)(C2C=CC=CC=2)C2C=CC=CC=2)(C2C=CC=CC=2)C2C=CC=CC=2)=CC=1. The product is [OH:22][CH2:21][C@H:17]1[CH2:18][CH2:19][CH2:20][N:16]1[C:14]([C:8]1[S:9][C:10]2[CH2:11][CH2:12][O:13][C:4]3[CH:3]=[C:2]([C:33]4[CH:34]=[N:35][NH:36][CH:37]=4)[CH:24]=[CH:23][C:5]=3[C:6]=2[N:7]=1)=[O:15]. The yield is 0.170. (3) The reactants are [NH2:1][CH:2]([CH2:13][O:14][CH:15]([F:17])[F:16])[C:3]([NH:5][CH2:6][C:7]1[CH:12]=[CH:11][CH:10]=[CH:9][CH:8]=1)=[O:4].C(N(CC)CC)C.[C:25](OC(=O)C)(=[O:27])[CH3:26]. The catalyst is C1COCC1.C(OCC)(=O)C. The product is [C:25]([NH:1][CH:2]([CH2:13][O:14][CH:15]([F:16])[F:17])[C:3]([NH:5][CH2:6][C:7]1[CH:12]=[CH:11][CH:10]=[CH:9][CH:8]=1)=[O:4])(=[O:27])[CH3:26]. The yield is 0.590. (4) The reactants are [N+:1]([C:4]1[C:9]2=[CH:10][CH:11]=[C:12]3[C:17]([N:16]=[CH:15][CH:14]=[CH:13]3)=[C:8]2[CH:7]=[CH:6][CH:5]=1)([O-:3])=[O:2].[C:18]([O-:21])(=[O:20])[CH3:19].[Pd+2:22].C([O-])(=O)C. The catalyst is CC(O)=O. The product is [C:18]([O-:21])(=[O:20])[CH3:19].[N+:1]([C:4]1[C:9]2=[CH:10][CH:11]=[C:12]3[C:17]([N:16]=[C:15]([Pd+:22])[CH:14]=[CH:13]3)=[C:8]2[CH:7]=[CH:6][CH:5]=1)([O-:3])=[O:2]. The yield is 0.840.